Predict hERG channel inhibition at various concentrations. From a dataset of hERG Central: cardiac toxicity at 1µM, 10µM, and general inhibition. (1) The molecule is COc1ccc(NC(=O)COC(=O)c2ccccc2SCC(=O)N2CCCC2)cc1. Results: hERG_inhib (hERG inhibition (general)): blocker. (2) The compound is O=C(Oc1coc(CSc2ncccn2)cc1=O)c1cccc([N+](=O)[O-])c1. Results: hERG_inhib (hERG inhibition (general)): blocker. (3) The molecule is O=c1cc(CN2CCN(Cc3ccc(F)cc3)C(CCO)C2)[nH]c2ccccc12. Results: hERG_inhib (hERG inhibition (general)): blocker. (4) The compound is Cc1ccc(-n2ncc3c2CC(C)(C)CC3NC(=O)CCc2cccnc2)cc1. Results: hERG_inhib (hERG inhibition (general)): blocker. (5) The molecule is c1ccc2c(c1)ncn2-c1ccc(-c2ccnc3ncnn23)cc1. Results: hERG_inhib (hERG inhibition (general)): blocker. (6) Results: hERG_inhib (hERG inhibition (general)): blocker. The compound is CC(=O)Nc1ccc(S(=O)(=O)N2CCC(n3cnc4cc(F)ccc43)CC2)cc1.